Predict the product of the given reaction. From a dataset of Forward reaction prediction with 1.9M reactions from USPTO patents (1976-2016). Given the reactants [N+:1]([C:4]1[CH:12]=[CH:11][CH:10]=[C:9]2[C:5]=1[CH:6]=[N:7][NH:8]2)([O-])=O.[H][H], predict the reaction product. The product is: [NH:8]1[C:9]2[C:5](=[C:4]([NH2:1])[CH:12]=[CH:11][CH:10]=2)[CH:6]=[N:7]1.